Dataset: Peptide-MHC class I binding affinity with 185,985 pairs from IEDB/IMGT. Task: Regression. Given a peptide amino acid sequence and an MHC pseudo amino acid sequence, predict their binding affinity value. This is MHC class I binding data. (1) The peptide sequence is VYAWERKKI. The MHC is HLA-A24:02 with pseudo-sequence HLA-A24:02. The binding affinity (normalized) is 0.107. (2) The peptide sequence is LAYLAGWII. The MHC is HLA-A25:01 with pseudo-sequence HLA-A25:01. The binding affinity (normalized) is 0.0847. (3) The peptide sequence is RSYMSFWCK. The MHC is BoLA-T2a with pseudo-sequence BoLA-T2a. The binding affinity (normalized) is 0.507. (4) The MHC is HLA-A68:01 with pseudo-sequence HLA-A68:01. The binding affinity (normalized) is 0.326. The peptide sequence is DTQMRTPLHK. (5) The peptide sequence is YTMRNVLEPF. The MHC is Mamu-A02 with pseudo-sequence Mamu-A02. The binding affinity (normalized) is 0.782.